Dataset: Reaction yield outcomes from USPTO patents with 853,638 reactions. Task: Predict the reaction yield, written as a fraction of the theoretical maximum amount of product (1.0 means a 100% yield; for example, 0.34 means a 34% yield). (1) The reactants are FC(F)(F)C(O[C:6]1[CH2:7][CH2:8][N:9]([C:12]([O:14][C:15]([CH3:18])([CH3:17])[CH3:16])=[O:13])[CH2:10][CH:11]=1)=O.[CH3:21][Sn:22]([CH3:28])([CH3:27])[Sn:22]([CH3:28])([CH3:27])[CH3:21].[Cl-].[Li+]. The catalyst is O1CCOCC1. The product is [CH3:21][Sn:22]([CH3:28])([CH3:27])[C:6]1[CH2:7][CH2:8][N:9]([C:12]([O:14][C:15]([CH3:18])([CH3:17])[CH3:16])=[O:13])[CH2:10][CH:11]=1. The yield is 0.830. (2) The product is [CH2:44]([C:24]1[N:25]([C:28]2[CH:43]=[CH:42][C:31]([O:32][C:33]3([CH2:38][OH:39])[CH2:34][CH2:35][CH2:36][CH2:37]3)=[CH:30][CH:29]=2)[C:26](=[O:27])[C:21]([CH2:20][C:17]2[CH:16]=[CH:15][C:14]([C:9]3[C:8]([C:6]#[N:7])=[CH:13][CH:12]=[CH:11][CH:10]=3)=[CH:19][CH:18]=2)=[C:22]([CH2:46][CH2:47][CH3:48])[N:23]=1)[CH3:45]. The catalyst is CO.O1CCCC1.C(OCC)(=O)C.Cl. The yield is 0.930. The reactants are [BH4-].[Na+].[Cl-].[Ca+2].[Cl-].[C:6]([C:8]1[CH:13]=[CH:12][CH:11]=[CH:10][C:9]=1[C:14]1[CH:19]=[CH:18][C:17]([CH2:20][C:21]2[C:26](=[O:27])[N:25]([C:28]3[CH:43]=[CH:42][C:31]([O:32][C:33]4([C:38](OC)=[O:39])[CH2:37][CH2:36][CH2:35][CH2:34]4)=[CH:30][CH:29]=3)[C:24]([CH2:44][CH3:45])=[N:23][C:22]=2[CH2:46][CH2:47][CH3:48])=[CH:16][CH:15]=1)#[N:7]. (3) The product is [ClH:1].[C:8]12([CH2:18][CH2:19][N:20]([CH2:33][CH2:34][CH2:35][CH2:36][CH3:37])[C:21]([NH:23][CH2:24][CH2:25][CH2:26][C:27]3[CH:28]=[CH:29][N:30]=[CH:31][CH:32]=3)=[O:22])[CH2:15][CH:14]3[CH2:16][CH:10]([CH2:11][CH:12]([CH2:13]3)[CH2:17]1)[CH2:9]2. The catalyst is C(Cl)(Cl)Cl. The yield is 0.430. The reactants are [ClH:1].C(OCC)(=O)C.[C:8]12([CH2:18][CH2:19][N:20]([CH2:33][CH2:34][CH2:35][CH2:36][CH3:37])[C:21]([NH:23][CH2:24][CH2:25][CH2:26][C:27]3[CH:32]=[CH:31][N:30]=[CH:29][CH:28]=3)=[O:22])[CH2:17][CH:12]3[CH2:13][CH:14]([CH2:16][CH:10]([CH2:11]3)[CH2:9]1)[CH2:15]2. (4) The yield is 0.730. The product is [F:24][C:22]([F:23])([F:25])[C:21]([C:17]1[CH:16]=[C:15]2[C:20](=[CH:19][CH:18]=1)[N:11]([S:8]([C:5]1[CH:6]=[CH:7][C:2]([F:1])=[CH:3][CH:4]=1)(=[O:9])=[O:10])[C@H:12]([CH2:31][C:32]1[O:33][C:38]([C:37]([CH3:39])=[CH2:36])=[N:35][N:34]=1)[CH2:13][CH2:14]2)([OH:30])[C:26]([F:28])([F:27])[F:29]. The reactants are [F:1][C:2]1[CH:7]=[CH:6][C:5]([S:8]([N:11]2[C:20]3[C:15](=[CH:16][C:17]([C:21]([OH:30])([C:26]([F:29])([F:28])[F:27])[C:22]([F:25])([F:24])[F:23])=[CH:18][CH:19]=3)[CH2:14][CH2:13][C@H:12]2[CH2:31][C:32]([NH:34][NH2:35])=[O:33])(=[O:10])=[O:9])=[CH:4][CH:3]=1.[C:36](O)(=O)[C:37]([CH3:39])=[CH2:38].CCN(C(C)C)C(C)C.S(Cl)(C1C=CC(C)=CC=1)(=O)=O. The catalyst is C(Cl)Cl.C(OCC)(=O)C. (5) The reactants are [CH3:1][C@H:2]1[CH2:11][CH2:10][C:9]2[C:4](=[CH:5][CH:6]=[C:7](B3OC(C)(C)C(C)(C)O3)[C:8]=2[O:12][CH2:13][CH2:14][CH3:15])[N:3]1[C:25](=[O:27])[CH3:26].I[C:29]1[N:34]=[CH:33][C:32]([NH:35][S:36]([CH3:39])(=[O:38])=[O:37])=[CH:31][CH:30]=1.C(=O)([O-])[O-].[Cs+].[Cs+]. The catalyst is CC(C1C=C(C(C)C)C(C2C=CC=C(P(C3CCCCC3)C3CCCCC3)C=2)=C(C(C)C)C=1)C.C1C=[C-]C(C2C(N)=CC=CC=2)=CC=1.Cl[Pd+].O1CCOCC1.O. The product is [C:25]([N:3]1[C:4]2[C:9](=[C:8]([O:12][CH2:13][CH2:14][CH3:15])[C:7]([C:29]3[N:34]=[CH:33][C:32]([NH:35][S:36]([CH3:39])(=[O:37])=[O:38])=[CH:31][CH:30]=3)=[CH:6][CH:5]=2)[CH2:10][CH2:11][C@@H:2]1[CH3:1])(=[O:27])[CH3:26]. The yield is 0.110. (6) The reactants are C([O:3][C:4]([C:6]1[CH:7]=[N:8][C:9]2[C:14]([C:15]=1[OH:16])=[CH:13][CH:12]=[CH:11][CH:10]=2)=[O:5])C. The catalyst is [OH-].[Na+]. The product is [O:16]=[C:15]1[C:14]2[C:9](=[CH:10][CH:11]=[CH:12][CH:13]=2)[NH:8][CH:7]=[C:6]1[C:4]([OH:5])=[O:3]. The yield is 0.920. (7) The reactants are [F:1][CH2:2][C:3]([C:7]1[O:11][N:10]=[C:9]([NH:12][C:13](=[O:21])OC2C=CC=CC=2)[CH:8]=1)([CH3:6])[CH2:4][F:5].[CH3:22][O:23][C:24]1[CH:25]=[C:26]2[C:31](=[CH:32][C:33]=1[O:34][CH2:35][CH2:36][O:37][CH3:38])[N:30]=[CH:29][N:28]=[C:27]2[S:39][C:40]1[CH:41]=[C:42]([CH:44]=[CH:45][CH:46]=1)[NH2:43]. The catalyst is CN(C)C1C=CN=CC=1.C1COCC1. The product is [F:5][CH2:4][C:3]([C:7]1[O:11][N:10]=[C:9]([NH:12][C:13]([NH:43][C:42]2[CH:44]=[CH:45][CH:46]=[C:40]([S:39][C:27]3[C:26]4[C:31](=[CH:32][C:33]([O:34][CH2:35][CH2:36][O:37][CH3:38])=[C:24]([O:23][CH3:22])[CH:25]=4)[N:30]=[CH:29][N:28]=3)[CH:41]=2)=[O:21])[CH:8]=1)([CH3:6])[CH2:2][F:1]. The yield is 0.230.